From a dataset of Catalyst prediction with 721,799 reactions and 888 catalyst types from USPTO. Predict which catalyst facilitates the given reaction. Reactant: [CH3:1][C:2]1[CH:7]=[CH:6][CH:5]=[CH:4][C:3]=1[OH:8].[Na].[Cl:10][C:11]1[N:12]=[N:13][C:14](Cl)=[C:15]([O:18][CH3:19])[C:16]=1Cl. Product: [Cl:10][C:11]1[N:12]=[N:13][C:14]([O:8][C:3]2[CH:4]=[CH:5][CH:6]=[CH:7][C:2]=2[CH3:1])=[C:15]([O:18][CH3:19])[C:16]=1[O:8][C:3]1[CH:4]=[CH:5][CH:6]=[CH:7][C:2]=1[CH3:1]. The catalyst class is: 11.